From a dataset of Forward reaction prediction with 1.9M reactions from USPTO patents (1976-2016). Predict the product of the given reaction. (1) Given the reactants [CH2:1]([S:5]([C:8]1[CH:17]=[CH:16][C:11]([C:12]([O:14]C)=[O:13])=[CH:10][CH:9]=1)(=[O:7])=[O:6])[CH:2]([CH3:4])[CH3:3].[OH-].[Na+], predict the reaction product. The product is: [CH2:1]([S:5]([C:8]1[CH:17]=[CH:16][C:11]([C:12]([OH:14])=[O:13])=[CH:10][CH:9]=1)(=[O:7])=[O:6])[CH:2]([CH3:4])[CH3:3]. (2) Given the reactants Br[C:2]1[CH:3]=[CH:4][C:5]([O:17][CH2:18][C:19]2[CH:24]=[CH:23][C:22]([F:25])=[C:21]([F:26])[CH:20]=2)=[C:6]([CH:16]=1)[C:7]([NH:9][C:10]1[CH:15]=[CH:14][N:13]=[N:12][CH:11]=1)=[O:8].[N:27]1[CH:32]=[CH:31][C:30](B(O)O)=[CH:29][CH:28]=1, predict the reaction product. The product is: [F:26][C:21]1[CH:20]=[C:19]([CH2:18][O:17][C:5]2[CH:4]=[CH:3][C:2]([C:30]3[CH:31]=[CH:32][N:27]=[CH:28][CH:29]=3)=[CH:16][C:6]=2[C:7]([NH:9][C:10]2[CH:15]=[CH:14][N:13]=[N:12][CH:11]=2)=[O:8])[CH:24]=[CH:23][C:22]=1[F:25]. (3) Given the reactants [Cl-].Cl[CH2:3][CH2:4][NH3+:5].[Cl:6][C:7]1[C:12]([Cl:13])=[CH:11][CH:10]=[CH:9][C:8]=1[N:14]=[C:15]=[S:16], predict the reaction product. The product is: [Cl:6][C:7]1[C:12]([Cl:13])=[CH:11][CH:10]=[CH:9][C:8]=1[N:14]=[C:15]1[NH:5][CH2:4][CH2:3][S:16]1. (4) Given the reactants Cl[C:2]1[N:7]=[C:6]([O:8][C:9]2[CH:22]=[CH:21][C:12]3[C:13]([C:17]([NH:19][CH3:20])=[O:18])=[C:14]([CH3:16])[O:15][C:11]=3[CH:10]=2)[CH:5]=[CH:4][N:3]=1.[CH3:23][O:24][C:25]1[CH:26]=[C:27]([CH:29]=[CH:30][CH:31]=1)[NH2:28], predict the reaction product. The product is: [CH3:23][O:24][C:25]1[CH:26]=[C:27]([NH:28][C:2]2[N:7]=[C:6]([O:8][C:9]3[CH:22]=[CH:21][C:12]4[C:13]([C:17]([NH:19][CH3:20])=[O:18])=[C:14]([CH3:16])[O:15][C:11]=4[CH:10]=3)[CH:5]=[CH:4][N:3]=2)[CH:29]=[CH:30][CH:31]=1. (5) Given the reactants C(C1N=C(N2CCOCC2)C2N=NN(CC3C=CC=CC=3Cl)C=2N=1)(C)(C)C.[C:28]([C:32]1[N:33]=[C:34](Cl)[C:35]2[N:40]=[N:39][N:38]([CH2:41][C:42]3[CH:47]=[CH:46][CH:45]=[CH:44][C:43]=3[Cl:48])[C:36]=2[N:37]=1)([CH3:31])([CH3:30])[CH3:29].Cl.[F:51][C:52]1([F:58])[CH2:56][NH:55][CH2:54][C@H:53]1[OH:57], predict the reaction product. The product is: [C:28]([C:32]1[N:33]=[C:34]([N:55]2[CH2:56][C:52]([F:58])([F:51])[C@H:53]([OH:57])[CH2:54]2)[C:35]2[N:40]=[N:39][N:38]([CH2:41][C:42]3[CH:47]=[CH:46][CH:45]=[CH:44][C:43]=3[Cl:48])[C:36]=2[N:37]=1)([CH3:31])([CH3:30])[CH3:29].